From a dataset of Experimentally validated miRNA-target interactions with 360,000+ pairs, plus equal number of negative samples. Binary Classification. Given a miRNA mature sequence and a target amino acid sequence, predict their likelihood of interaction. (1) The miRNA is hsa-miR-3155a with sequence CCAGGCUCUGCAGUGGGAACU. The protein sequence of the target gene is MDPGDAAILESSLRILYRLFESVLPPLPAALQSRMNVIDHVRDMAAAGLHSNVRLLSSLLLTMSNNNPELFSPPQKYQLLVYHADSLFHDKEYRNAVSKYTMALQQKKALSKTSKVRPSTGNSASTPQSQCLPSEIEVKYKMAECYTMLKQDKDAIAILDGIPSRQRTPKINMMLANLYKKAGQERPSVTSYKEVLRQCPLALDAILGLLSLSVKGAEVASMTMNVIQTVPNLDWLSVWIKAYAFVHTGDNSRAISTICSLEKKSLLRDNVDLLGSLADLYFRAGDNKNSVLKFEQAQML.... Result: 1 (interaction). (2) The miRNA is hsa-miR-4768-5p with sequence AUUCUCUCUGGAUCCCAUGGAU. The protein sequence of the target gene is MPQKDPCQKQACEIQKCLQANSYMESKCQAVIQELRKCCAQYPKGRSVVCSGFEKEEEENLTRKSASK. Result: 1 (interaction). (3) The miRNA is hsa-miR-6866-3p with sequence GAUCCCUUUAUCUGUCCUCUAG. The protein sequence of the target gene is MANLEESFPRGGTRKIHKPEKAFQQSVEQDNLFDISTEEGSTKRKKSQKGPAKTKKLKIEKRESSKSAREKFEILSVESLCEGMRILGCVKEVNELELVISLPNGLQGFVQVTEICDAYTKKLNEQVTQEQPLKDLLHLPELFSPGMLVRCVVSSLGITDRGKKSVKLSLNPKNVNRVLSAEALKPGMLLTGTVSSLEDHGYLVDIGVDGTRAFLPLLKAQEYIRQKNKGAKLKVGQYLNCIVEKVKGNGGVVSLSVGHSEVSTAIATEQQSWNLNNLLPGLVVKAQVQKVTPFGLTLNF.... Result: 0 (no interaction).